This data is from Reaction yield outcomes from USPTO patents with 853,638 reactions. The task is: Predict the reaction yield, written as a fraction of the theoretical maximum amount of product (1.0 means a 100% yield; for example, 0.34 means a 34% yield). (1) The reactants are I(O)(=O)(=O)=O.[F:6][C:7]1[N:11]([CH3:12])[N:10]=[C:9]([CH:13]([F:15])[F:14])[C:8]=1[CH:16]=[O:17].C(OCC)(=[O:20])C. The catalyst is C(#N)C.C1C=C[NH+]=CC=1.[O-][Cr](Cl)(=O)=O. The product is [F:15][CH:13]([F:14])[C:9]1[C:8]([C:16]([OH:20])=[O:17])=[C:7]([F:6])[N:11]([CH3:12])[N:10]=1. The yield is 0.830. (2) The reactants are [NH:1]1[C:9]2[C:4](=[CH:5][CH:6]=[CH:7][CH:8]=2)[CH2:3][C:2]1=[O:10].[CH2:11]([Li])[CH2:12][CH2:13][CH3:14].CN(C)CCN(C)C.ICCCCI. The catalyst is C1COCC1.O. The product is [NH:1]1[C:9]2[C:4](=[CH:5][CH:6]=[CH:7][CH:8]=2)[C:3]2([CH2:14][CH2:13][CH2:12][CH2:11]2)[C:2]1=[O:10]. The yield is 0.500. (3) The reactants are [Cl:1][C:2]1[CH:10]=[C:9]([F:11])[C:8]([C:12]2[C:17]([F:18])=[CH:16][CH:15]=[CH:14][N:13]=2)=[CH:7][C:3]=1[C:4]([OH:6])=O.[NH2:19][C:20]1[N:24]([C:25]2[CH:30]=[CH:29][CH:28]=[CH:27][CH:26]=2)[N:23]=[C:22]([C:31]#[N:32])[CH:21]=1.N1C=CC=CC=1.CCCP(=O)=O. The catalyst is CCOC(C)=O. The product is [Cl:1][C:2]1[CH:10]=[C:9]([F:11])[C:8]([C:12]2[C:17]([F:18])=[CH:16][CH:15]=[CH:14][N:13]=2)=[CH:7][C:3]=1[C:4]([NH:19][C:20]1[N:24]([C:25]2[CH:30]=[CH:29][CH:28]=[CH:27][CH:26]=2)[N:23]=[C:22]([C:31]#[N:32])[CH:21]=1)=[O:6]. The yield is 0.340. (4) The reactants are CO[C:3](=[O:17])/[CH:4]=[CH:5]/[CH:6]=[CH:7]/[CH2:8][CH2:9][C:10]([O:12][C:13](C)(C)C)=[O:11].C(O)(C(F)(F)F)=O.[NH2:25][C:26]1[CH:31]=[CH:30][CH:29]=[CH:28][CH:27]=1.C(Cl)CCl. The catalyst is C(Cl)Cl.CN(C1C=CN=CC=1)C.CCOC(C)=O. The product is [CH3:13][O:12][C:10](=[O:11])/[CH:9]=[CH:8]/[CH:7]=[CH:6]/[CH2:5][CH2:4][C:3](=[O:17])[NH:25][C:26]1[CH:31]=[CH:30][CH:29]=[CH:28][CH:27]=1. The yield is 0.580. (5) The reactants are [C:1]([NH:11][C:12]1[CH:17]=[CH:16][C:15]([N:18]2[CH2:23][CH2:22][O:21][CH2:20][CH2:19]2)=[C:14]([F:24])[CH:13]=1)([O:3][CH2:4][C:5]1C=CC=CC=1)=[O:2].CC(C)([O-])C.[Li+].ClC[C@@H](O)[CH2:34][N:35]([CH2:43][C:44]1[CH:49]=[CH:48][CH:47]=[CH:46][CH:45]=1)[CH2:36][C:37]1[CH:42]=[CH:41][CH:40]=[CH:39][CH:38]=1.[Cl-].[NH4+]. The catalyst is C(OCC)(=O)C.CS(C)=O. The product is [CH2:43]([N:35]([CH2:34][C@@H:4]1[O:3][C:1](=[O:2])[N:11]([C:12]2[CH:17]=[CH:16][C:15]([N:18]3[CH2:19][CH2:20][O:21][CH2:22][CH2:23]3)=[C:14]([F:24])[CH:13]=2)[CH2:5]1)[CH2:36][C:37]1[CH:42]=[CH:41][CH:40]=[CH:39][CH:38]=1)[C:44]1[CH:49]=[CH:48][CH:47]=[CH:46][CH:45]=1. The yield is 0.590. (6) The product is [O:6]([C:13]1[CH:14]=[C:15]([N:19]([CH2:27][C:28]2[CH:33]=[CH:32][CH:31]=[C:30]([CH2:35][C:36]3[CH:41]=[CH:40][CH:39]=[CH:38][CH:37]=3)[CH:29]=2)[CH2:20][CH:21]([OH:26])[C:22]([F:25])([F:24])[F:23])[CH:16]=[CH:17][CH:18]=1)[C:7]1[CH:12]=[CH:11][CH:10]=[CH:9][CH:8]=1. The yield is 0.620. The catalyst is C1C=CC([P]([Pd]([P](C2C=CC=CC=2)(C2C=CC=CC=2)C2C=CC=CC=2)([P](C2C=CC=CC=2)(C2C=CC=CC=2)C2C=CC=CC=2)[P](C2C=CC=CC=2)(C2C=CC=CC=2)C2C=CC=CC=2)(C2C=CC=CC=2)C2C=CC=CC=2)=CC=1.CCO. The reactants are C1COCC1.[O:6]([C:13]1[CH:14]=[C:15]([N:19]([CH2:27][C:28]2[CH:33]=[CH:32][CH:31]=[C:30](Br)[CH:29]=2)[CH2:20][CH:21]([OH:26])[C:22]([F:25])([F:24])[F:23])[CH:16]=[CH:17][CH:18]=1)[C:7]1[CH:12]=[CH:11][CH:10]=[CH:9][CH:8]=1.[CH2:35]([Mg]Br)[C:36]1[CH:41]=[CH:40][CH:39]=[CH:38][CH:37]=1.[NH4+].[Cl-].